This data is from Catalyst prediction with 721,799 reactions and 888 catalyst types from USPTO. The task is: Predict which catalyst facilitates the given reaction. Product: [F:41][C:13]([F:12])([F:42])[C:14]1[CH:15]=[C:16]([NH:20][C:21]([N:23]2[C:31]3[C:26](=[CH:27][C:28]([O:32][C:33]4[CH:38]=[C:37]([CH:39]([OH:40])[C:3]5[N:2]([CH3:1])[CH:6]=[CH:5][N:4]=5)[N:36]=[CH:35][N:34]=4)=[CH:29][CH:30]=3)[CH:25]=[CH:24]2)=[O:22])[CH:17]=[CH:18][CH:19]=1. The catalyst class is: 1. Reactant: [CH3:1][N:2]1[CH:6]=[CH:5][N:4]=[CH:3]1.C([Li])CCC.[F:12][C:13]([F:42])([F:41])[C:14]1[CH:15]=[C:16]([NH:20][C:21]([N:23]2[C:31]3[C:26](=[CH:27][C:28]([O:32][C:33]4[CH:38]=[C:37]([CH:39]=[O:40])[N:36]=[CH:35][N:34]=4)=[CH:29][CH:30]=3)[CH:25]=[CH:24]2)=[O:22])[CH:17]=[CH:18][CH:19]=1.